From a dataset of Forward reaction prediction with 1.9M reactions from USPTO patents (1976-2016). Predict the product of the given reaction. Given the reactants [C:1]([NH:6][C@H:7]([C:29]([OH:31])=O)[CH2:8][S:9][C:10]([C:23]1[CH:28]=[CH:27][CH:26]=[CH:25][CH:24]=1)([C:17]1[CH:22]=[CH:21][CH:20]=[CH:19][CH:18]=1)[C:11]1[CH:16]=[CH:15][CH:14]=[CH:13][CH:12]=1)(=[O:5])[CH:2]([CH3:4])[CH3:3].Cl.[C:33]([S:39][CH2:40][CH2:41][NH2:42])(=[O:38])[C:34]([CH3:37])([CH3:36])[CH3:35], predict the reaction product. The product is: [C:1]([NH:6][C@H:7]([C:29]([NH:42][CH2:41][CH2:40][S:39][C:33](=[O:38])[C:34]([CH3:37])([CH3:36])[CH3:35])=[O:31])[CH2:8][S:9][C:10]([C:17]1[CH:18]=[CH:19][CH:20]=[CH:21][CH:22]=1)([C:23]1[CH:24]=[CH:25][CH:26]=[CH:27][CH:28]=1)[C:11]1[CH:16]=[CH:15][CH:14]=[CH:13][CH:12]=1)(=[O:5])[CH:2]([CH3:4])[CH3:3].